Dataset: Forward reaction prediction with 1.9M reactions from USPTO patents (1976-2016). Task: Predict the product of the given reaction. (1) Given the reactants Br[CH2:2][C:3]1[C:8]([I:9])=[CH:7][CH:6]=[CH:5][C:4]=1[N:10]1[C:14](=[O:15])[N:13]([CH3:16])[N:12]=[N:11]1.[Cl:17][C:18]1[CH:23]=[CH:22][C:21]([N:24]2[CH:28]=[CH:27][C:26]([OH:29])=[N:25]2)=[CH:20][CH:19]=1.C(=O)([O-])[O-].[K+].[K+].C(#N)C, predict the reaction product. The product is: [Cl:17][C:18]1[CH:19]=[CH:20][C:21]([N:24]2[CH:28]=[CH:27][C:26]([O:29][CH2:2][C:3]3[C:8]([I:9])=[CH:7][CH:6]=[CH:5][C:4]=3[N:10]3[C:14](=[O:15])[N:13]([CH3:16])[N:12]=[N:11]3)=[N:25]2)=[CH:22][CH:23]=1. (2) Given the reactants [C@@H:1]1([OH:8])[CH2:6][CH2:5][CH2:4][CH2:3][C@@H:2]1[OH:7].F[C:10]1[CH:15]=[C:14]([F:16])[CH:13]=[CH:12][C:11]=1[N+:17]([O-:19])=[O:18], predict the reaction product. The product is: [F:16][C:14]1[CH:13]=[CH:12][C:11]([N+:17]([O-:19])=[O:18])=[C:10]([CH:15]=1)[O:7][C@H:2]1[CH2:3][CH2:4][CH2:5][CH2:6][C@H:1]1[OH:8]. (3) Given the reactants [NH:1]1[CH:5]=[N:4][CH:3]=[N:2]1.[C:6](#[N:9])[CH:7]=[CH2:8], predict the reaction product. The product is: [N:1]1([CH2:8][CH2:7][C:6]#[N:9])[CH:5]=[N:4][CH:3]=[N:2]1. (4) Given the reactants C([O:5][C:6](=[O:18])[CH2:7][NH:8][C:9](=[O:17])[C:10]1[CH:15]=[CH:14][C:13]([OH:16])=[CH:12][CH:11]=1)(C)(C)C.[F:19][C:20]([F:31])([F:30])[C:21]1[CH:22]=[C:23]([CH2:27][CH2:28]O)[CH:24]=[CH:25][CH:26]=1, predict the reaction product. The product is: [F:19][C:20]([F:30])([F:31])[C:21]1[CH:22]=[C:23]([CH2:27][CH2:28][O:16][C:13]2[CH:12]=[CH:11][C:10]([C:9]([NH:8][CH2:7][C:6]([OH:5])=[O:18])=[O:17])=[CH:15][CH:14]=2)[CH:24]=[CH:25][CH:26]=1. (5) The product is: [F:18][C:13]([P:19]([C:23]([F:28])([F:29])[C:24]([F:27])([F:26])[F:25])(=[O:20])[O-:22])([F:12])[C:14]([F:17])([F:16])[F:15].[CH2:2]([N+:6]1[CH:11]=[CH:10][CH:9]=[CH:8][CH:7]=1)[CH2:3][CH2:4][CH3:5]. Given the reactants [Br-].[CH2:2]([N+:6]1[CH:11]=[CH:10][CH:9]=[CH:8][CH:7]=1)[CH2:3][CH2:4][CH3:5].[F:12][C:13]([P:19]([C:23]([F:29])([F:28])[C:24]([F:27])([F:26])[F:25])(=[O:22])[O:20]C)([F:18])[C:14]([F:17])([F:16])[F:15], predict the reaction product. (6) Given the reactants [C:1]1([C:7]([C:15]2[CH:20]=[CH:19][CH:18]=[CH:17][CH:16]=2)([C:9]2[CH:14]=[CH:13][CH:12]=[CH:11][CH:10]=2)[SH:8])[CH:6]=[CH:5][CH:4]=[CH:3][CH:2]=1.[H-].[Na+].Br[CH2:24][C:25]1[CH:30]=[CH:29][C:28]([S:31]([NH2:34])(=[O:33])=[O:32])=[CH:27][CH:26]=1, predict the reaction product. The product is: [C:7]([S:8][CH2:24][C:25]1[CH:26]=[CH:27][C:28]([S:31]([NH2:34])(=[O:33])=[O:32])=[CH:29][CH:30]=1)([C:1]1[CH:2]=[CH:3][CH:4]=[CH:5][CH:6]=1)([C:9]1[CH:10]=[CH:11][CH:12]=[CH:13][CH:14]=1)[C:15]1[CH:16]=[CH:17][CH:18]=[CH:19][CH:20]=1. (7) Given the reactants [CH2:1]([O:8][C:9](=[O:32])[CH2:10][C@@H:11](NC(OC(C)(C)C)=O)[C:12]([NH:14][C@H:15]([C:20](=[O:23])NC)[C:16]([CH3:19])([CH3:18])[CH3:17])=[O:13])[C:2]1[CH:7]=[CH:6][CH:5]=[CH:4][CH:3]=1.C(OC(=O)C[C@@H]([C:47]1[CH:51]=[CH:50][N:49]([C:52]2[CH:57]=[CH:56][C:55]([C:58]3[CH:63]=[CH:62][C:61]([C:64]#[N:65])=[CH:60][CH:59]=3)=[CH:54][CH:53]=2)[CH:48]=1)C(O)=O)C1C=CC=CC=1.N[C@@H]1C(C)(C)C[O:70]C1=O.CN(C(ON1N=NC2C=CC=CC1=2)=[N+](C)C)C.[B-](F)(F)(F)F.CN1CCOCC1, predict the reaction product. The product is: [CH2:1]([O:8][C:9](=[O:32])[CH2:10][C@@H:11]([C:51]1[CH:47]=[CH:48][N:49]([C:52]2[CH:53]=[CH:54][C:55]([C:58]3[CH:63]=[CH:62][C:61]([C:64]#[N:65])=[CH:60][CH:59]=3)=[CH:56][CH:57]=2)[CH:50]=1)[C:12]([NH:14][C@H:15]1[C:16]([CH3:17])([CH3:18])[CH2:19][O:70][C:20]1=[O:23])=[O:13])[C:2]1[CH:3]=[CH:4][CH:5]=[CH:6][CH:7]=1. (8) Given the reactants [Br:1][C:2]1[CH:20]=[CH:19][C:5]([CH2:6][NH:7][C:8]([C:10](=[CH:15]N(C)C)[C:11](OC)=[O:12])=[O:9])=[CH:4][CH:3]=1.Cl.[N:22]1([C:27](=[NH:29])[NH2:28])[CH:26]=[CH:25][CH:24]=[N:23]1.C1CCN2C(=NCCC2)CC1, predict the reaction product. The product is: [Br:1][C:2]1[CH:3]=[CH:4][C:5]([CH2:6][NH:7][C:8]([C:10]2[C:11]([OH:12])=[N:29][C:27]([N:22]3[CH:26]=[CH:25][CH:24]=[N:23]3)=[N:28][CH:15]=2)=[O:9])=[CH:19][CH:20]=1.